Dataset: Catalyst prediction with 721,799 reactions and 888 catalyst types from USPTO. Task: Predict which catalyst facilitates the given reaction. Reactant: [Cl:1][C:2]1[CH:3]=[C:4]([CH2:8][CH2:9][N:10]([CH2:18][CH2:19][S:20][CH2:21][CH2:22][CH2:23][NH:24][CH2:25][C@H:26]([OH:38])[C:27]2[C:35]3[S:34][C:33](=[O:36])[NH:32][C:31]=3[C:30]([OH:37])=[CH:29][CH:28]=2)C(=O)OC(C)(C)C)[CH:5]=[CH:6][CH:7]=1.Br. Product: [Cl:1][C:2]1[CH:3]=[C:4]([CH2:8][CH2:9][NH:10][CH2:18][CH2:19][S:20][CH2:21][CH2:22][CH2:23][NH:24][CH2:25][C@@H:26]([C:27]2[C:35]3[S:34][C:33](=[O:36])[NH:32][C:31]=3[C:30]([OH:37])=[CH:29][CH:28]=2)[OH:38])[CH:5]=[CH:6][CH:7]=1. The catalyst class is: 8.